Dataset: Full USPTO retrosynthesis dataset with 1.9M reactions from patents (1976-2016). Task: Predict the reactants needed to synthesize the given product. (1) Given the product [I:8][CH2:9][CH2:10][CH2:11][S:1][CH:2]1[CH2:7][CH2:6][O:5][C:3]1=[O:4], predict the reactants needed to synthesize it. The reactants are: [SH:1][CH:2]1[CH2:7][CH2:6][O:5][C:3]1=[O:4].[I:8][CH2:9][CH2:10][CH2:11]I.C(N(CC)CC)C. (2) Given the product [Br:1][C:2]1[CH:7]=[CH:6][C:5]([C@@H:8]2[CH2:10][C@H:9]2[CH2:11][N:25]2[CH2:26][CH2:27][CH2:28][C@H:24]2[CH3:23])=[CH:4][CH:3]=1, predict the reactants needed to synthesize it. The reactants are: [Br:1][C:2]1[CH:7]=[CH:6][C:5]([C@@H:8]2[CH2:10][C@H:9]2[CH:11]=O)=[CH:4][CH:3]=1.C(O)(=O)C(C(C(O)=O)O)O.[CH3:23][C@@H:24]1[CH2:28][CH2:27][CH2:26][NH:25]1.C([BH3-])#N.[Na+]. (3) Given the product [C:11]([O:10][C:8]([N:5]1[CH2:4][CH2:3][CH:2]([N:1]2[CH2:29][C:21]3[C:22]4[CH:23]=[N:24][NH:25][C:26]=4[CH:27]=[CH:28][C:20]=3[CH2:19][C@@H:18]([NH:31][C:32]([O:34][CH2:35][C:36]3[CH:37]=[CH:38][CH:39]=[CH:40][CH:41]=3)=[O:33])[C:17]2=[O:16])[CH2:7][CH2:6]1)=[O:9])([CH3:14])([CH3:13])[CH3:12], predict the reactants needed to synthesize it. The reactants are: [NH2:1][CH:2]1[CH2:7][CH2:6][N:5]([C:8]([O:10][C:11]([CH3:14])([CH3:13])[CH3:12])=[O:9])[CH2:4][CH2:3]1.C[O:16][C:17](=O)[C@H:18]([NH:31][C:32]([O:34][CH2:35][C:36]1[CH:41]=[CH:40][CH:39]=[CH:38][CH:37]=1)=[O:33])[CH2:19][C:20]1[C:21]([CH2:29]Cl)=[C:22]2[C:26](=[CH:27][CH:28]=1)[NH:25][N:24]=[CH:23]2. (4) The reactants are: [C:1]([O:5][C:6]([N:8]1[CH2:20][C@@H:19]([CH3:21])[N:18]2[C@H:10]([CH2:11][C:12]3[C:17]2=[N:16][C:15]([CH:22]([C:27]([CH3:32])([CH3:31])[CH:28]([CH3:30])[CH3:29])[O:23][SiH:24]([CH3:26])[CH3:25])=[C:14]([CH:33](O)[CH2:34][O:35][Si:36]([C:39]([CH3:42])([CH3:41])[CH3:40])([CH3:38])[CH3:37])[CH:13]=3)[CH2:9]1)=[O:7])([CH3:4])([CH3:3])[CH3:2].CCN(C(C)C)C(C)C.CS(Cl)(=O)=O. Given the product [C:1]([O:5][C:6]([N:8]1[CH2:20][C@@H:19]([CH3:21])[N:18]2[C@H:10]([CH2:11][C:12]3[C:17]2=[N:16][C:15]([CH:22]([C:27]([CH3:31])([CH3:32])[CH:28]([CH3:29])[CH3:30])[O:23][SiH:24]([CH3:25])[CH3:26])=[C:14]([CH:33]=[CH:34][O:35][Si:36]([C:39]([CH3:42])([CH3:41])[CH3:40])([CH3:37])[CH3:38])[CH:13]=3)[CH2:9]1)=[O:7])([CH3:4])([CH3:2])[CH3:3], predict the reactants needed to synthesize it. (5) The reactants are: [Cl:1][C:2]1[C:3]([F:35])=[C:4]([C@@H:8]2[C@:12]([C:15]3[CH:20]=[CH:19][C:18]([Cl:21])=[CH:17][C:16]=3[F:22])([C:13]#[N:14])[C@H:11]([CH2:23][C:24]([CH3:27])([CH3:26])[CH3:25])[CH2:10][N:9]2[C:28](NCC(O)=O)=O)[CH:5]=[CH:6][CH:7]=1.CCN(C(C)C)C(C)C.C[N:46]([C:48]([O:52]N1N=NC2C=CC=NC1=2)=[N+](C)C)C.F[P-](F)(F)(F)(F)F.[Cl-].[NH4+]. Given the product [Cl:1][C:2]1[C:3]([F:35])=[C:4]([C@@H:8]2[C@:12]([C:15]3[CH:20]=[CH:19][C:18]([Cl:21])=[CH:17][C:16]=3[F:22])([C:13]#[N:14])[C@H:11]([CH2:23][C:24]([CH3:25])([CH3:26])[CH3:27])[CH2:10][N:9]2[CH2:28][C:48]([NH2:46])=[O:52])[CH:5]=[CH:6][CH:7]=1, predict the reactants needed to synthesize it. (6) Given the product [CH2:10]([O:9][C:7](=[O:8])[CH2:6][N:1]([C:19]([O:21][C:22]([CH3:25])([CH3:24])[CH3:23])=[O:20])[CH2:2][CH2:3][OH:4])[CH3:11], predict the reactants needed to synthesize it. The reactants are: [NH2:1][CH2:2][CH2:3][OH:4].Br[CH2:6][C:7]([O:9][CH2:10][CH3:11])=[O:8].C(N(CC)CC)C.[C:19](O[C:19]([O:21][C:22]([CH3:25])([CH3:24])[CH3:23])=[O:20])([O:21][C:22]([CH3:25])([CH3:24])[CH3:23])=[O:20]. (7) Given the product [CH2:25]([C:1]1([C:4]2[CH:24]=[CH:23][C:7]([CH2:8][NH:9][CH2:10][CH2:11][C:12]3[CH:17]=[CH:16][CH:15]=[C:14]([C:19]([F:22])([F:20])[F:21])[CH:13]=3)=[CH:6][CH:5]=2)[CH2:3][CH2:2]1)[CH3:26], predict the reactants needed to synthesize it. The reactants are: [CH:1]1([C:4]2[CH:24]=[CH:23][C:7]([CH2:8][NH:9][CH2:10][CH2:11][C:12]3[CH:17]=[CH:16][C:15](F)=[C:14]([C:19]([F:22])([F:21])[F:20])[CH:13]=3)=[CH:6][CH:5]=2)[CH2:3][CH2:2]1.[CH2:25](C1(C2C=CC(C=O)=CC=2)CC1)[CH3:26].FC(F)(F)C1C=C(CCN)C=CC=1.[BH4-].[Na+].